From a dataset of Ames mutagenicity test results for genotoxicity prediction. Regression/Classification. Given a drug SMILES string, predict its toxicity properties. Task type varies by dataset: regression for continuous values (e.g., LD50, hERG inhibition percentage) or binary classification for toxic/non-toxic outcomes (e.g., AMES mutagenicity, cardiotoxicity, hepatotoxicity). Dataset: ames. (1) The molecule is CCc1c2ccccc2cc2ccc3ccccc3c12. The result is 0 (non-mutagenic). (2) The compound is CC1(C(Cl)Cl)C2C(Cl)C(Cl)C1(C(Cl)Cl)C(Cl)C2Cl. The result is 0 (non-mutagenic). (3) The molecule is c1ccc(N=NNc2ccccc2)cc1. The result is 1 (mutagenic). (4) The molecule is N#Cc1ccc(C(=O)ON(OCc2ccccc2)C(=O)c2ccccc2)cc1. The result is 1 (mutagenic). (5) The compound is Cc1c2ccccc2c(COS(=O)(=O)O)c2ccccc12. The result is 1 (mutagenic). (6) The compound is C=C[C@@H](OC(C)=O)c1ccc2c(c1)OCO2. The result is 1 (mutagenic). (7) The compound is Cl/C=C\Cl. The result is 0 (non-mutagenic). (8) The compound is O=C(Cl)CCc1ccccc1. The result is 1 (mutagenic). (9) The drug is O=C(O)/C=C/c1ccc(/C=C/C(=O)O)cc1. The result is 0 (non-mutagenic).